Dataset: Reaction yield outcomes from USPTO patents with 853,638 reactions. Task: Predict the reaction yield, written as a fraction of the theoretical maximum amount of product (1.0 means a 100% yield; for example, 0.34 means a 34% yield). (1) The reactants are [C:1]1([S:7]([N:10]2[C:14]3=[N:15][CH:16]=[C:17]([C:19]#[C:20][CH2:21][O:22][CH3:23])[CH:18]=[C:13]3[CH:12]=[CH:11]2)(=[O:9])=[O:8])[CH:6]=[CH:5][CH:4]=[CH:3][CH:2]=1.[CH2:24]([Li])[CH2:25][CH2:26][CH3:27].[CH3:29][CH2:30][CH2:31]CCC.C1(C=[O:41])CCCC1. The catalyst is O1CCCC1. The product is [C:1]1([S:7]([N:10]2[C:14]3=[N:15][CH:16]=[C:17]([C:19]#[C:20][CH2:21][O:22][CH3:23])[CH:18]=[C:13]3[CH:12]=[C:11]2[CH:24]([OH:41])[CH2:25][CH:26]2[CH2:27][CH2:31][CH2:30][CH2:29]2)(=[O:8])=[O:9])[CH:6]=[CH:5][CH:4]=[CH:3][CH:2]=1. The yield is 0.209. (2) The reactants are B1(B2C3CCCC2CCC3)C2CCCC1CCC2.[NH2:19][C:20]1[C:21]2[C:28]([C:29]3[CH:30]=[N:31][C:32]4[C:37]([CH:38]=3)=[CH:36][CH:35]=[CH:34][CH:33]=4)=[C:27](Br)[N:26]([CH2:40][C@@H:41]([NH:44][C:45](=[O:51])[O:46][C:47]([CH3:50])([CH3:49])[CH3:48])[CH:42]=[CH2:43])[C:22]=2[N:23]=[CH:24][N:25]=1.[OH-].[Na+]. The catalyst is O1CCCC1. The product is [NH2:19][C:20]1[C:21]2[C:28]([C:29]3[CH:30]=[N:31][C:32]4[C:37]([CH:38]=3)=[CH:36][CH:35]=[CH:34][CH:33]=4)=[C:27]3[N:26]([C:22]=2[N:23]=[CH:24][N:25]=1)[CH2:40][C@@H:41]([NH:44][C:45](=[O:51])[O:46][C:47]([CH3:50])([CH3:49])[CH3:48])[CH2:42][CH2:43]3. The yield is 0.800. (3) The reactants are [OH:1][C:2]1[CH:7]=[CH:6][C:5]([CH2:8][CH2:9][C:10]2[CH:11]=[CH:12][C:13]3[O:17][C:16]([CH:18]([NH:20][C:21](=[O:23])[CH3:22])[CH3:19])=[CH:15][C:14]=3[CH:24]=2)=[CH:4][CH:3]=1.Br[CH2:26][CH2:27][CH3:28].C(=O)([O-])[O-].[K+].[K+].O. The catalyst is CN(C=O)C. The product is [CH2:26]([O:1][C:2]1[CH:7]=[CH:6][C:5]([CH2:8][CH2:9][C:10]2[CH:11]=[CH:12][C:13]3[O:17][C:16]([CH:18]([NH:20][C:21](=[O:23])[CH3:22])[CH3:19])=[CH:15][C:14]=3[CH:24]=2)=[CH:4][CH:3]=1)[CH2:27][CH3:28]. The yield is 0.780. (4) The reactants are C[O:2][C:3]1[C:8]([NH2:9])=[CH:7][CH:6]=[CH:5][C:4]=1[C:10]1[CH:15]=[CH:14][CH:13]=[C:12]([C:16]([OH:18])=[O:17])[CH:11]=1.[BrH:19]. No catalyst specified. The product is [BrH:19].[NH2:9][C:8]1[C:3]([OH:2])=[C:4]([C:10]2[CH:15]=[CH:14][CH:13]=[C:12]([C:16]([OH:18])=[O:17])[CH:11]=2)[CH:5]=[CH:6][CH:7]=1. The yield is 0.888. (5) The reactants are [NH:1]1[CH2:8][CH2:7][CH2:6][C@@H:2]1[C:3]([OH:5])=[O:4].[C:9](Cl)(=[O:13])[C:10]([CH3:12])=[CH2:11]. The catalyst is [OH-].[Na+].CC(C)=O. The product is [C:9]([N:1]1[CH2:8][CH2:7][CH2:6][C@@H:2]1[C:3]([OH:5])=[O:4])(=[O:13])[C:10]([CH3:12])=[CH2:11]. The yield is 0.680. (6) The reactants are [F:1][C:2]([F:16])([CH2:12][CH2:13][CH2:14][CH3:15])[C:3](=[O:11])[CH2:4]P(=O)(OC)OC.O.[OH-].[Li+].[C:20]([O:23][C@@H:24]1[C@H:28]([CH2:29][CH2:30][CH2:31][CH2:32][CH2:33][CH2:34][C:35]([O:37][CH3:38])=[O:36])[C@@H:27]([CH:39]=O)[C@H:26]([O:41][CH:42]2[CH2:47][CH2:46][CH2:45][CH2:44][O:43]2)[CH2:25]1)(=[O:22])[CH3:21].O. The catalyst is COC(C)(C)C. The product is [C:20]([O:23][C@@H:24]1[C@H:28]([CH2:29][CH2:30][CH2:31][CH2:32][CH2:33][CH2:34][C:35]([O:37][CH3:38])=[O:36])[C@@H:27](/[CH:39]=[CH:4]/[C:3](=[O:11])[C:2]([F:1])([F:16])[CH2:12][CH2:13][CH2:14][CH3:15])[C@H:26]([O:41][CH:42]2[CH2:47][CH2:46][CH2:45][CH2:44][O:43]2)[CH2:25]1)(=[O:22])[CH3:21]. The yield is 0.520. (7) The yield is 0.560. The product is [CH3:1][O:2][C:3]([C:5]1[CH:10]=[CH:9][C:8]([O:32][C:30]2[C:24]3[CH2:25][C:26]([CH3:28])([CH3:29])[O:27][C:23]=3[CH:22]=[C:21]([C:19](=[O:20])[NH:18][C:15]3[CH:16]=[CH:17][N:13]([CH3:12])[N:14]=3)[CH:31]=2)=[CH:7][N:6]=1)=[O:4]. The catalyst is CN(C=O)C. The reactants are [CH3:1][O:2][C:3]([C:5]1[CH:10]=[CH:9][C:8](F)=[CH:7][N:6]=1)=[O:4].[CH3:12][N:13]1[CH:17]=[CH:16][C:15]([NH:18][C:19]([C:21]2[CH:31]=[C:30]([OH:32])[C:24]3[CH2:25][C:26]([CH3:29])([CH3:28])[O:27][C:23]=3[CH:22]=2)=[O:20])=[N:14]1.C([O-])([O-])=O.[Cs+].[Cs+]. (8) The yield is 0.270. The reactants are [Li]OC(C)=O.O.O.[Cl:8][C:9]1[CH:10]=[CH:11][C:12]2[O:17][CH2:16][C:15](C(O)=O)=[CH:14][C:13]=2[CH:21]=1.C1C(=O)N([Br:29])C(=O)C1. The catalyst is CC#N.O. The product is [Br:29][C:15]1[CH2:16][O:17][C:12]2[C:13]([CH:14]=1)=[CH:21][C:9]([Cl:8])=[CH:10][CH:11]=2. (9) The reactants are S(Cl)([Cl:3])=O.[Br:5][C:6]1[CH:7]=[C:8]2[C:13](=[CH:14][CH:15]=1)[CH:12]=[C:11]([S:16]([OH:19])(=O)=[O:17])[CH:10]=[CH:9]2. The catalyst is CN(C=O)C. The product is [Br:5][C:6]1[CH:7]=[C:8]2[C:13](=[CH:14][CH:15]=1)[CH:12]=[C:11]([S:16]([Cl:3])(=[O:19])=[O:17])[CH:10]=[CH:9]2. The yield is 0.651.